This data is from Reaction yield outcomes from USPTO patents with 853,638 reactions. The task is: Predict the reaction yield, written as a fraction of the theoretical maximum amount of product (1.0 means a 100% yield; for example, 0.34 means a 34% yield). (1) The reactants are [NH2:1][C:2]1[CH:3]=[C:4]([CH:18]=[CH:19][CH:20]=1)[O:5][C:6]1[C:15]2[N:14]=[C:13]([CH3:16])[C:12](=[O:17])[NH:11][C:10]=2[N:9]=[CH:8][CH:7]=1.[C:21]([C:25]1[CH:29]=[C:28]([N:30]=[C:31]=[O:32])[N:27]([C:33]2[CH:38]=[CH:37][C:36]([CH3:39])=[CH:35][CH:34]=2)[N:26]=1)([CH3:24])([CH3:23])[CH3:22]. No catalyst specified. The product is [C:21]([C:25]1[CH:29]=[C:28]([NH:30][C:31]([NH:1][C:2]2[CH:20]=[CH:19][CH:18]=[C:4]([O:5][C:6]3[C:15]4[N:14]=[C:13]([CH3:16])[C:12](=[O:17])[NH:11][C:10]=4[N:9]=[CH:8][CH:7]=3)[CH:3]=2)=[O:32])[N:27]([C:33]2[CH:38]=[CH:37][C:36]([CH3:39])=[CH:35][CH:34]=2)[N:26]=1)([CH3:24])([CH3:23])[CH3:22]. The yield is 0.570. (2) The reactants are [Br:1][C:2]1[C:3]([OH:16])=[C:4]2[C:9](=[CH:10][CH:11]=1)[N:8]([C:12](=[O:14])[CH3:13])[C@@H:7]([CH3:15])[CH2:6][CH2:5]2.Br[CH2:18][CH2:19][CH3:20].CC(C)([O-])C.[K+].O. The catalyst is CN(C=O)C. The product is [Br:1][C:2]1[C:3]([O:16][CH2:18][CH2:19][CH3:20])=[C:4]2[C:9](=[CH:10][CH:11]=1)[N:8]([C:12](=[O:14])[CH3:13])[C@@H:7]([CH3:15])[CH2:6][CH2:5]2. The yield is 0.580. (3) The reactants are [CH:1]([C:4]1[CH:9]=[CH:8][C:7]([S:10]([C:13]2[CH:18]=[CH:17][CH:16]=[CH:15][CH:14]=2)(=[O:12])=[O:11])=[CH:6][C:5]=1[S:19]([NH:22][CH:23]1[CH2:28][CH2:27][CH2:26][CH:25]([C:29]([O:31]C)=[O:30])[CH2:24]1)(=[O:21])=[O:20])([CH3:3])[CH3:2].[OH-].[Na+]. The catalyst is O1CCCC1. The product is [CH:1]([C:4]1[CH:9]=[CH:8][C:7]([S:10]([C:13]2[CH:14]=[CH:15][CH:16]=[CH:17][CH:18]=2)(=[O:11])=[O:12])=[CH:6][C:5]=1[S:19]([NH:22][CH:23]1[CH2:28][CH2:27][CH2:26][CH:25]([C:29]([OH:31])=[O:30])[CH2:24]1)(=[O:21])=[O:20])([CH3:3])[CH3:2]. The yield is 0.950. (4) The reactants are [CH3:1][O:2][C:3]1[CH:8]=[CH:7][CH:6]=[CH:5][N:4]=1.C1C(=O)N([Br:16])C(=O)C1. The catalyst is C(#N)C. The product is [Br:16][C:6]1[CH:7]=[CH:8][C:3]([O:2][CH3:1])=[N:4][CH:5]=1. The yield is 0.840. (5) The reactants are Br[C:2]1[CH:3]=[N:4][CH:5]=[C:6]2[C:11]=1[N:10]=[C:9]([C:12]([NH:14][CH:15]([C:17]1[CH:22]=[CH:21][C:20]([S:23]([CH3:26])(=[O:25])=[O:24])=[CH:19][CH:18]=1)[CH3:16])=[O:13])[CH:8]=[CH:7]2.[F:27][C:28]1[CH:33]=[CH:32][C:31](B(O)O)=[CH:30][CH:29]=1.C(=O)([O-])[O-].[Cs+].[Cs+]. The catalyst is O1CCOCC1.O.C1(P([C-]2C=CC=C2)C2C=CC=CC=2)C=CC=CC=1.[C-]1(P(C2C=CC=CC=2)C2C=CC=CC=2)C=CC=C1.[Fe+2].[Pd](Cl)Cl. The product is [F:27][C:28]1[CH:33]=[CH:32][C:31]([C:2]2[CH:3]=[N:4][CH:5]=[C:6]3[C:11]=2[N:10]=[C:9]([C:12]([NH:14][CH:15]([C:17]2[CH:22]=[CH:21][C:20]([S:23]([CH3:26])(=[O:25])=[O:24])=[CH:19][CH:18]=2)[CH3:16])=[O:13])[CH:8]=[CH:7]3)=[CH:30][CH:29]=1. The yield is 0.950. (6) The reactants are Br[CH2:2][C:3]1[C:11]2[O:10][C:9]([C:12]3[CH:17]=[CH:16][C:15]([OH:18])=[CH:14][CH:13]=3)=[CH:8][C:7]=2[CH:6]=[C:5]([OH:19])[CH:4]=1.[NH:20]1[CH:24]=[CH:23][N:22]=[CH:21]1.O. The catalyst is CN(C=O)C. The product is [OH:18][C:15]1[CH:16]=[CH:17][C:12]([C:9]2[O:10][C:11]3[C:3]([CH2:2][N:20]4[CH:24]=[CH:23][N:22]=[CH:21]4)=[CH:4][C:5]([OH:19])=[CH:6][C:7]=3[CH:8]=2)=[CH:13][CH:14]=1. The yield is 0.880. (7) The reactants are C(NC1C=CC(C2C=C3C(CN([C@@H](C(C)C)C(OC)=O)C3=O)=CC=2)=CC=1)(=O)C1C=CC=CC=1.[NH2:34][C:35]1[CH:40]=[CH:39][C:38]([C:41]2[CH:49]=[C:48]3[C:44]([CH2:45][N:46]([C:51]4([C:55]([O:57][CH3:58])=[O:56])[CH2:54][CH2:53][CH2:52]4)[C:47]3=[O:50])=[CH:43][CH:42]=2)=[CH:37][CH:36]=1.[CH3:59][C:60]1[CH:68]=[CH:67][C:63]([C:64](Cl)=[O:65])=[CH:62][CH:61]=1. No catalyst specified. The product is [CH3:59][C:60]1[CH:68]=[CH:67][C:63]([C:64]([NH:34][C:35]2[CH:36]=[CH:37][C:38]([C:41]3[CH:49]=[C:48]4[C:44]([CH2:45][N:46]([C:51]5([C:55]([O:57][CH3:58])=[O:56])[CH2:52][CH2:53][CH2:54]5)[C:47]4=[O:50])=[CH:43][CH:42]=3)=[CH:39][CH:40]=2)=[O:65])=[CH:62][CH:61]=1. The yield is 0.960. (8) The reactants are [Br:1][C:2]1[CH:16]=[C:15](/[CH:17]=[CH:18]/[CH:19]([C:24]2[CH:29]=[C:28]([Cl:30])[C:27]([Cl:31])=[C:26]([Cl:32])[CH:25]=2)[C:20]([F:23])([F:22])[F:21])[CH:14]=[CH:13][C:3]=1[C:4]([NH:6][CH:7]1[CH2:12][CH2:11][NH:10][CH2:9][CH2:8]1)=[O:5].Br[CH2:34][C:35]#[N:36]. The catalyst is C1COCC1.C(OCC)(=O)C. The product is [Br:1][C:2]1[CH:16]=[C:15](/[CH:17]=[CH:18]/[CH:19]([C:24]2[CH:25]=[C:26]([Cl:32])[C:27]([Cl:31])=[C:28]([Cl:30])[CH:29]=2)[C:20]([F:23])([F:21])[F:22])[CH:14]=[CH:13][C:3]=1[C:4]([NH:6][CH:7]1[CH2:12][CH2:11][N:10]([CH2:34][C:35]#[N:36])[CH2:9][CH2:8]1)=[O:5]. The yield is 0.468. (9) The reactants are [NH2:1][C:2]1[N:7]=[C:6]([NH2:8])[C:5]([O:9][C:10]2[C:11]([CH:21]([CH3:23])[CH3:22])=[CH:12][C:13]([O:19][CH3:20])=[C:14]([CH:18]=2)[C:15]([NH2:17])=O)=[CH:4][N:3]=1.COC1C=CC(P2(SP(C3C=CC(OC)=CC=3)(=S)S2)=[S:33])=CC=1. The catalyst is C1COCC1. The product is [NH2:1][C:2]1[N:7]=[C:6]([NH2:8])[C:5]([O:9][C:10]2[C:11]([CH:21]([CH3:23])[CH3:22])=[CH:12][C:13]([O:19][CH3:20])=[C:14]([CH:18]=2)[C:15]([NH2:17])=[S:33])=[CH:4][N:3]=1. The yield is 0.760.